This data is from Reaction yield outcomes from USPTO patents with 853,638 reactions. The task is: Predict the reaction yield, written as a fraction of the theoretical maximum amount of product (1.0 means a 100% yield; for example, 0.34 means a 34% yield). (1) The reactants are [C:1]([O:5][C:6]([NH:8][CH2:9][CH2:10][CH2:11][N:12]1[C:21]2[C:22]3[CH:23]=[CH:24][CH:25]=[CH:26][C:27]=3[C:28](=[O:29])[C:20]=2[C:19]2[C:14](=[CH:15][C:16]([NH:30][CH2:31][C:32]([O:34]CC)=[O:33])=[CH:17][CH:18]=2)[C:13]1=[O:37])=[O:7])([CH3:4])([CH3:3])[CH3:2]. The catalyst is CO.[OH-].[Na+]. The product is [C:1]([O:5][C:6]([NH:8][CH2:9][CH2:10][CH2:11][N:12]1[C:21]2[C:22]3[CH:23]=[CH:24][CH:25]=[CH:26][C:27]=3[C:28](=[O:29])[C:20]=2[C:19]2[C:14](=[CH:15][C:16]([NH:30][CH2:31][C:32]([OH:34])=[O:33])=[CH:17][CH:18]=2)[C:13]1=[O:37])=[O:7])([CH3:4])([CH3:2])[CH3:3]. The yield is 0.800. (2) The reactants are [O:1]1[C:10]2[C:5](=[CH:6][C:7]([C:11]3[N:12]=[C:13]([C@@H:33]4[NH:37][CH2:36][C@H:35]([OH:38])[CH2:34]4)[N:14]4[C:19]5[CH:20]=[CH:21][N:22](S(C6C=CC(C)=CC=6)(=O)=O)[C:18]=5[N:17]=[CH:16][C:15]=34)=[CH:8][CH:9]=2)[CH2:4][CH2:3][CH2:2]1.[N:39]([Si](C)(C)C)=[C:40]=[O:41].[OH-].[Na+]. The catalyst is C1COCC1. The product is [O:1]1[C:10]2[C:5](=[CH:6][C:7]([C:11]3[N:12]=[C:13]([C@H:33]4[CH2:34][C@@H:35]([OH:38])[CH2:36][N:37]4[C:40]([NH2:39])=[O:41])[N:14]4[C:19]5[CH:20]=[CH:21][NH:22][C:18]=5[N:17]=[CH:16][C:15]=34)=[CH:8][CH:9]=2)[CH2:4][CH2:3][CH2:2]1. The yield is 0.340. (3) The reactants are [I:1][C:2]1[CH:3]=[C:4]2[C:8](=[CH:9][CH:10]=1)[N:7]([C:11]([O:13][CH2:14][CH3:15])=[O:12])[C:6](=[O:16])[CH2:5]2.CCN(C(C)C)C(C)C.[F:26][C:27]([F:40])([F:39])[S:28](O[S:28]([C:27]([F:40])([F:39])[F:26])(=[O:30])=[O:29])(=[O:30])=[O:29]. The catalyst is C(Cl)Cl. The product is [I:1][C:2]1[CH:3]=[C:4]2[C:8](=[CH:9][CH:10]=1)[N:7]([C:11]([O:13][CH2:14][CH3:15])=[O:12])[C:6]([O:16][S:28]([C:27]([F:40])([F:39])[F:26])(=[O:30])=[O:29])=[CH:5]2. The yield is 0.610. (4) The catalyst is O.C(O)(=O)C. The reactants are [N:1]1[CH:6]=[CH:5][CH:4]=[C:3]([O:7][C:8]2[N:13]=[CH:12][C:11]([CH:14]=O)=[CH:10][CH:9]=2)[CH:2]=1.[N+:16]([CH3:19])([O-:18])=[O:17].C([O-])(=O)C.[NH4+].[BH4-].[Na+]. The product is [N+:16]([CH2:19][CH2:14][C:11]1[CH:10]=[CH:9][C:8]([O:7][C:3]2[CH:2]=[N:1][CH:6]=[CH:5][CH:4]=2)=[N:13][CH:12]=1)([O-:18])=[O:17]. The yield is 0.260.